This data is from Catalyst prediction with 721,799 reactions and 888 catalyst types from USPTO. The task is: Predict which catalyst facilitates the given reaction. (1) Reactant: [Cl:1][C:2]1[CH:3]=[C:4]([C:8]2[N:9]=[C:10]([C:22]([OH:24])=O)[S:11][C:12]=2[C:13]2[CH:18]=[C:17]([F:19])[CH:16]=[C:15]([C:20]#[N:21])[CH:14]=2)[CH:5]=[CH:6][CH:7]=1.C1CN([P+](ON2N=[N:49][C:44]3C=CC=CC2=3)(N2CCCC2)N2CCCC2)CC1.F[P-](F)(F)(F)(F)F.C([N:61](CC)C(C)C)(C)C.[O:67]1CC[CH2:69][CH2:68]1. Product: [Cl:1][C:2]1[CH:3]=[C:4]([C:8]2[N:9]=[C:10]([C:22]([N:61]3[CH2:69][C:68](=[O:67])[NH:49][CH2:44]3)=[O:24])[S:11][C:12]=2[C:13]2[CH:14]=[C:15]([C:20]#[N:21])[CH:16]=[C:17]([F:19])[CH:18]=2)[CH:5]=[CH:6][CH:7]=1. The catalyst class is: 4. (2) Reactant: Br[C:2]1[C:3]([NH2:9])=[N:4][CH:5]=[C:6]([Br:8])[N:7]=1.C(N(C(C)C)CC)(C)C.[N+:19]([C:22]1[CH:23]=[C:24]([CH:27]=[CH:28][CH:29]=1)[CH2:25][NH2:26])([O-:21])=[O:20]. Product: [Br:8][C:6]1[N:7]=[C:2]([NH:26][CH2:25][C:24]2[CH:27]=[CH:28][CH:29]=[C:22]([N+:19]([O-:21])=[O:20])[CH:23]=2)[C:3]([NH2:9])=[N:4][CH:5]=1. The catalyst class is: 8. (3) Reactant: [NH4+].[Cl-].[N+:3]([C:6]1[CH:15]=[C:14]2[C:9]([CH2:10][CH2:11][N:12]([C:16](=[O:18])[CH3:17])[CH2:13]2)=[CH:8][CH:7]=1)([O-])=O. Product: [NH2:3][C:6]1[CH:15]=[C:14]2[C:9]([CH2:10][CH2:11][N:12]([C:16](=[O:18])[CH3:17])[CH2:13]2)=[CH:8][CH:7]=1. The catalyst class is: 314. (4) Reactant: [CH3:1][C:2]1[CH:11]=[CH:10][C:5]([C:6]([O:8]C)=[O:7])=[CH:4][C:3]=1[C:12]1[CH:13]=[C:14]2[C:19](=[CH:20][CH:21]=1)[N:18]=[CH:17][N:16]=[CH:15]2.O.[OH-].[Li+].O.Cl. Product: [CH3:1][C:2]1[CH:11]=[CH:10][C:5]([C:6]([OH:8])=[O:7])=[CH:4][C:3]=1[C:12]1[CH:13]=[C:14]2[C:19](=[CH:20][CH:21]=1)[N:18]=[CH:17][N:16]=[CH:15]2. The catalyst class is: 1. (5) Reactant: [NH2:1][C:2]1[C:3]([C:12]([OH:14])=[O:13])=[CH:4][C:5]2[C:10]([CH:11]=1)=[CH:9][CH:8]=[CH:7][CH:6]=2.C(N(CC)CC)C.[N:22]([C:25]1[C:30]([CH3:31])=[CH:29][C:28]([CH3:32])=[CH:27][C:26]=1[CH3:33])=[C:23]=[O:24]. Product: [CH3:31][C:30]1[CH:29]=[C:28]([CH3:32])[CH:27]=[C:26]([CH3:33])[C:25]=1[NH:22][C:23]([NH:1][C:2]1[C:3]([C:12]([OH:14])=[O:13])=[CH:4][C:5]2[C:10]([CH:11]=1)=[CH:9][CH:8]=[CH:7][CH:6]=2)=[O:24]. The catalyst class is: 3. (6) Reactant: [CH2:1]([C:6]1[S:10][C:9]([NH2:11])=[N:8][N:7]=1)[CH2:2][CH2:3][C:4]#[CH:5].[C:12]1([CH2:18][C:19](Cl)=[O:20])[CH:17]=[CH:16][CH:15]=[CH:14][CH:13]=1. The catalyst class is: 17. Product: [CH2:1]([C:6]1[S:10][C:9]([NH:11][C:19](=[O:20])[CH2:18][C:12]2[CH:17]=[CH:16][CH:15]=[CH:14][CH:13]=2)=[N:8][N:7]=1)[CH2:2][CH2:3][C:4]#[CH:5]. (7) Reactant: [S:1]1[CH:5]=[C:4]([C:6]2[CH:16]=[CH:15][C:9]([O:10][CH2:11][CH:12]3[CH2:14][O:13]3)=[CH:8][CH:7]=2)[C:3]2[CH:17]=[CH:18][CH:19]=[CH:20][C:2]1=2.[S:21]1[CH:25]=[CH:24][CH:23]=[C:22]1[CH2:26][NH2:27]. Product: [S:1]1[CH:5]=[C:4]([C:6]2[CH:16]=[CH:15][C:9]([O:10][CH2:11][C@H:12]([OH:13])[CH2:14][NH:27][CH2:26][C:22]3[S:21][CH:25]=[CH:24][CH:23]=3)=[CH:8][CH:7]=2)[C:3]2[CH:17]=[CH:18][CH:19]=[CH:20][C:2]1=2. The catalyst class is: 8.